From a dataset of Reaction yield outcomes from USPTO patents with 853,638 reactions. Predict the reaction yield, written as a fraction of the theoretical maximum amount of product (1.0 means a 100% yield; for example, 0.34 means a 34% yield). (1) The reactants are [Cl:1][C:2]1[CH:3]=[CH:4][C:5]([OH:11])=[C:6]([C:8](=[O:10])[CH3:9])[CH:7]=1.[C:12]([O-])([O-])=O.[K+].[K+].CI. The catalyst is C(#N)C. The product is [Cl:1][C:2]1[CH:3]=[CH:4][C:5]([O:11][CH3:12])=[C:6]([C:8](=[O:10])[CH3:9])[CH:7]=1. The yield is 0.790. (2) The yield is 0.210. The catalyst is C1(C)C=CC=CC=1.O1CCOCC1.CCOC(C)=O.CC([O-])=O.CC([O-])=O.[Pd+2]. The reactants are [NH2:1][C:2]1[CH:7]=[CH:6][C:5]([CH:8]2[CH2:13][C:12](=[O:14])[NH:11][C:10](=[O:15])[CH2:9]2)=[CH:4][C:3]=1Br.[O-]P([O-])([O-])=O.[K+].[K+].[K+].[CH3:25][C:26]1([CH3:35])[CH2:31][CH2:30][C:29](B(O)O)=[CH:28][CH2:27]1.C1(P(C2CCCCC2)C2C=CC=CC=2C2C=CC=CC=2)CCCCC1. The product is [NH2:1][C:2]1[CH:7]=[CH:6][C:5]([CH:8]2[CH2:13][C:12](=[O:14])[NH:11][C:10](=[O:15])[CH2:9]2)=[CH:4][C:3]=1[C:29]1[CH2:30][CH2:31][C:26]([CH3:35])([CH3:25])[CH2:27][CH:28]=1. (3) The reactants are Cl([O-])(=O)(=O)=O.[CH2:6]([N+:10]1[C:18]2[C:13]3[C:14](=[CH:19][CH:20]=[CH:21][C:12]=3[C:11]=1[CH:22]=[CH:23][C:24]1[CH2:28][CH2:27][C:26](=[CH:29][CH:30]=[C:31]3[C:39]4[CH:40]=[CH:41][CH:42]=[C:37]5[C:38]=4[C:33](=[CH:34][CH:35]=[CH:36]5)[N:32]3[CH2:43][CH2:44][CH2:45][CH3:46])[C:25]=1[N:47]([C:54]1[CH:59]=[CH:58][CH:57]=[CH:56][CH:55]=1)[C:48]1[CH:53]=[CH:52][CH:51]=[CH:50][CH:49]=1)[CH:15]=[CH:16][CH:17]=2)[CH2:7][CH2:8][CH3:9].[F:60][C:61]([F:78])([S:74]([O-:77])(=[O:76])=[O:75])[CH:62]([O:67][C:68](=[O:73])[C:69]([CH3:72])([CH3:71])[CH3:70])[C:63]([F:66])([F:65])[F:64].[Na+].O. The catalyst is C(C(C)=O)C(C)C. The product is [F:78][C:61]([F:60])([S:74]([O-:77])(=[O:75])=[O:76])[CH:62]([O:67][C:68](=[O:73])[C:69]([CH3:71])([CH3:72])[CH3:70])[C:63]([F:64])([F:66])[F:65].[CH2:6]([N+:10]1[C:18]2[C:13]3[C:14](=[CH:19][CH:20]=[CH:21][C:12]=3[C:11]=1[CH:22]=[CH:23][C:24]1[CH2:28][CH2:27][C:26](=[CH:29][CH:30]=[C:31]3[C:39]4[CH:40]=[CH:41][CH:42]=[C:37]5[C:38]=4[C:33](=[CH:34][CH:35]=[CH:36]5)[N:32]3[CH2:43][CH2:44][CH2:45][CH3:46])[C:25]=1[N:47]([C:54]1[CH:55]=[CH:56][CH:57]=[CH:58][CH:59]=1)[C:48]1[CH:53]=[CH:52][CH:51]=[CH:50][CH:49]=1)[CH:15]=[CH:16][CH:17]=2)[CH2:7][CH2:8][CH3:9]. The yield is 0.860. (4) The reactants are [F:1][C:2]1[CH:8]=[CH:7][CH:6]=[C:5]([F:9])[C:3]=1[NH2:4].C[Si]([N-][Si](C)(C)C)(C)C.[Na+].[F:20][C:21]1[C:22]([CH2:55][CH2:56][N:57]2[CH2:62][CH2:61][CH2:60][CH2:59][CH2:58]2)=[CH:23][C:24]([O:53][CH3:54])=[C:25]([NH:27][C:28]2[N:33]=[C:32]([C:34]3[N:38]4[CH:39]=[CH:40][CH:41]=[CH:42][C:37]4=[N:36][C:35]=3[C:43]3[CH:44]=[C:45]([CH:50]=[CH:51][CH:52]=3)[C:46](OC)=[O:47])[CH:31]=[CH:30][N:29]=2)[CH:26]=1.CO. The catalyst is C1COCC1. The product is [F:1][C:2]1[CH:8]=[CH:7][CH:6]=[C:5]([F:9])[C:3]=1[NH:4][C:46](=[O:47])[C:45]1[CH:50]=[CH:51][CH:52]=[C:43]([C:35]2[N:36]=[C:37]3[CH:42]=[CH:41][CH:40]=[CH:39][N:38]3[C:34]=2[C:32]2[CH:31]=[CH:30][N:29]=[C:28]([NH:27][C:25]3[CH:26]=[C:21]([F:20])[C:22]([CH2:55][CH2:56][N:57]4[CH2:62][CH2:61][CH2:60][CH2:59][CH2:58]4)=[CH:23][C:24]=3[O:53][CH3:54])[N:33]=2)[CH:44]=1. The yield is 0.370. (5) The reactants are [N:1]([CH2:4][CH2:5][O:6][CH2:7][CH2:8][O:9][CH2:10][CH2:11][O:12][CH2:13][CH2:14][NH2:15])=[N+:2]=[N-:3].[C:16]1(=[O:23])[O:22][C:20](=[O:21])[CH2:19][O:18][CH2:17]1.O.C(#N)C. The catalyst is ClCCl. The product is [N:1]([CH2:4][CH2:5][O:6][CH2:7][CH2:8][O:9][CH2:10][CH2:11][O:12][CH2:13][CH2:14][NH:15][C:20](=[O:21])[CH2:19][O:18][CH2:17][C:16]([OH:23])=[O:22])=[N+:2]=[N-:3]. The yield is 1.00. (6) The reactants are [S:1]1[CH:5]=[CH:4][N:3]=[C:2]1[SH:6].C(O)(=O)C.[OH2:11].ClCl.[Cl-:14].[Na+].[OH2:16]. The catalyst is C(OCC)C. The product is [S:1]1[CH:5]=[CH:4][N:3]=[C:2]1[S:6]([Cl:14])(=[O:16])=[O:11]. The yield is 0.840. (7) The reactants are [NH2:1][CH2:2][CH2:3][CH2:4][N:5]1[C:13]2[C:8](=[CH:9][C:10]([F:14])=[CH:11][CH:12]=2)[C:7]2([O:19]CCCO2)[C:6]1=O.N. The catalyst is CCO. The product is [F:14][C:10]1[CH:11]=[CH:12][C:13]2[N:5]3[CH2:4][CH2:3][CH2:2][N:1]=[C:6]3[C:7](=[O:19])[C:8]=2[CH:9]=1. The yield is 0.680. (8) The reactants are Br[C:2]1[CH:3]=[C:4]([NH:9][C:10]2[N:15]=[C:14]([C:16]([F:19])([F:18])[F:17])[CH:13]=[CH:12][N:11]=2)[CH:5]=[CH:6][C:7]=1[F:8].[B:20]1([B:20]2[O:24][C:23]([CH3:26])([CH3:25])[C:22]([CH3:28])([CH3:27])[O:21]2)[O:24][C:23]([CH3:26])([CH3:25])[C:22]([CH3:28])([CH3:27])[O:21]1.C([O-])(=O)C.[K+].CS(C)=O. The catalyst is C(OCC)(=O)C.C1C=CC(P(C2C=CC=CC=2)[C-]2C=CC=C2)=CC=1.C1C=CC(P(C2C=CC=CC=2)[C-]2C=CC=C2)=CC=1.Cl[Pd]Cl.[Fe+2].ClCCl. The product is [F:8][C:7]1[CH:6]=[CH:5][C:4]([NH:9][C:10]2[N:15]=[C:14]([C:16]([F:19])([F:18])[F:17])[CH:13]=[CH:12][N:11]=2)=[CH:3][C:2]=1[B:20]1[O:24][C:23]([CH3:26])([CH3:25])[C:22]([CH3:28])([CH3:27])[O:21]1. The yield is 1.00. (9) The reactants are [CH3:1][O:2][C:3]1[C:8]2[CH2:9][CH2:10][CH:11]([NH:14][CH2:15][CH2:16][O:17][CH3:18])[CH2:12][CH2:13][C:7]=2[CH:6]=[CH:5][C:4]=1[NH2:19].Cl[C:21]1[N:26]=[C:25]([NH:27][C@@H:28]2[CH2:33][CH2:32][CH2:31][CH2:30][C@H:29]2[NH:34][S:35]([CH3:38])(=[O:37])=[O:36])[C:24]([Cl:39])=[CH:23][N:22]=1. No catalyst specified. The product is [Cl:39][C:24]1[C:25]([NH:27][C@@H:28]2[CH2:33][CH2:32][CH2:31][CH2:30][C@H:29]2[NH:34][S:35]([CH3:38])(=[O:37])=[O:36])=[N:26][C:21]([NH:19][C:4]2[CH:5]=[CH:6][C:7]3[CH2:13][CH2:12][CH:11]([NH:14][CH2:15][CH2:16][O:17][CH3:18])[CH2:10][CH2:9][C:8]=3[C:3]=2[O:2][CH3:1])=[N:22][CH:23]=1. The yield is 0.101.